Dataset: Full USPTO retrosynthesis dataset with 1.9M reactions from patents (1976-2016). Task: Predict the reactants needed to synthesize the given product. Given the product [F:22][C:19]1[CH:20]=[CH:21][C:16]([CH:13]2[CH2:14][CH2:15][N:10]([C:6]3[C:7]([C:8]#[N:9])=[C:2]([O:28][CH2:27][C:26]([F:30])([F:29])[F:25])[N:3]=[C:4]([S:23][CH3:24])[N:5]=3)[CH2:11][CH2:12]2)=[CH:17][CH:18]=1.[CH2:15]([N:10]([CH:11]([CH3:12])[CH3:26])[CH:34]([CH3:35])[CH3:33])[CH3:14], predict the reactants needed to synthesize it. The reactants are: Cl[C:2]1[C:7]([C:8]#[N:9])=[C:6]([N:10]2[CH2:15][CH2:14][CH:13]([C:16]3[CH:21]=[CH:20][C:19]([F:22])=[CH:18][CH:17]=3)[CH2:12][CH2:11]2)[N:5]=[C:4]([S:23][CH3:24])[N:3]=1.[F:25][C:26]([F:30])([F:29])[CH2:27][O-:28].O1[CH2:35][CH2:34][CH2:33]C1.